Predict the reactants needed to synthesize the given product. From a dataset of Full USPTO retrosynthesis dataset with 1.9M reactions from patents (1976-2016). (1) Given the product [C:1]([C:5]1[CH:33]=[CH:32][C:8]([CH2:9][N:10]([CH2:23][CH2:24][C:25]2[CH:30]=[CH:29][CH:28]=[C:27]([O:31][CH2:41][CH:42]3[CH2:44][CH2:43]3)[CH:26]=2)[C:11]([C:13]2[CH:14]=[C:15]([Cl:22])[CH:16]=[C:17]3[C:21]=2[NH:20][CH:19]=[CH:18]3)=[O:12])=[CH:7][CH:6]=1)([CH3:4])([CH3:2])[CH3:3], predict the reactants needed to synthesize it. The reactants are: [C:1]([C:5]1[CH:33]=[CH:32][C:8]([CH2:9][N:10]([CH2:23][CH2:24][C:25]2[CH:30]=[CH:29][CH:28]=[C:27]([OH:31])[CH:26]=2)[C:11]([C:13]2[CH:14]=[C:15]([Cl:22])[CH:16]=[C:17]3[C:21]=2[NH:20][CH:19]=[CH:18]3)=[O:12])=[CH:7][CH:6]=1)([CH3:4])([CH3:3])[CH3:2].C(=O)([O-])[O-].[K+].[K+].Br[CH2:41][CH:42]1[CH2:44][CH2:43]1. (2) Given the product [Cl:1][C:2]1[CH:7]=[C:6]([Cl:8])[CH:5]=[CH:4][C:3]=1[C:9]1[CH:10]=[C:11]([S:15]([CH:16]([CH3:18])[CH3:17])=[O:27])[CH:12]=[CH:13][CH:14]=1, predict the reactants needed to synthesize it. The reactants are: [Cl:1][C:2]1[CH:7]=[C:6]([Cl:8])[CH:5]=[CH:4][C:3]=1[C:9]1[CH:10]=[C:11]([S:15][CH:16]([CH3:18])[CH3:17])[CH:12]=[CH:13][CH:14]=1.ClC1C=CC=C(C(OO)=[O:27])C=1.C(=O)(O)[O-].[Na+]. (3) Given the product [NH2:22][C:18]1[CH:19]=[C:20]([CH3:21])[N:16]([CH2:15][C:5]2[C:6]3[O:10][C:9]([CH:11]([CH3:13])[CH3:12])=[CH:8][C:7]=3[CH:14]=[C:3]([C:1]#[N:2])[CH:4]=2)[N:17]=1, predict the reactants needed to synthesize it. The reactants are: [C:1]([C:3]1[CH:4]=[C:5]([CH2:15][N:16]2[C:20]([CH3:21])=[CH:19][C:18]([NH:22]C(=O)OCC[Si](C)(C)C)=[N:17]2)[C:6]2[O:10][C:9]([CH:11]([CH3:13])[CH3:12])=[CH:8][C:7]=2[CH:14]=1)#[N:2].[F-].C([N+](CCCC)(CCCC)CCCC)CCC. (4) Given the product [Cl:1][C:2]1[N:10]=[C:9]([Cl:11])[CH:8]=[CH:7][C:3]=1[C:4]([NH:17][CH2:18][C:19]1[CH:20]=[N:21][CH:22]=[CH:23][CH:24]=1)=[O:6], predict the reactants needed to synthesize it. The reactants are: [Cl:1][C:2]1[N:10]=[C:9]([Cl:11])[CH:8]=[CH:7][C:3]=1[C:4]([OH:6])=O.C1COCC1.[NH2:17][CH2:18][C:19]1[CH:20]=[N:21][CH:22]=[CH:23][CH:24]=1.CCN(C(C)C)C(C)C. (5) The reactants are: [NH2:1][CH2:2][CH:3]([OH:6])[CH2:4][CH3:5].[C:7](O[C:7]([O:9][C:10]([CH3:13])([CH3:12])[CH3:11])=[O:8])([O:9][C:10]([CH3:13])([CH3:12])[CH3:11])=[O:8]. Given the product [OH:6][CH:3]([CH2:4][CH3:5])[CH2:2][NH:1][C:7](=[O:8])[O:9][C:10]([CH3:13])([CH3:12])[CH3:11], predict the reactants needed to synthesize it. (6) Given the product [CH2:1]([N:8]1[CH2:13][CH2:12][O:11][CH2:10][C:9]1([CH2:15][O:16][CH3:21])[CH3:14])[C:2]1[CH:3]=[CH:4][CH:5]=[CH:6][CH:7]=1, predict the reactants needed to synthesize it. The reactants are: [CH2:1]([N:8]1[CH2:13][CH2:12][O:11][CH2:10][C:9]1([CH2:15][OH:16])[CH3:14])[C:2]1[CH:7]=[CH:6][CH:5]=[CH:4][CH:3]=1.[H-].[Na+].CI.[C:21](OCC)(=O)C.